The task is: Regression. Given a peptide amino acid sequence and an MHC pseudo amino acid sequence, predict their binding affinity value. This is MHC class I binding data.. This data is from Peptide-MHC class I binding affinity with 185,985 pairs from IEDB/IMGT. The peptide sequence is RVDGLELKK. The MHC is HLA-A31:01 with pseudo-sequence HLA-A31:01. The binding affinity (normalized) is 0.0847.